Dataset: Reaction yield outcomes from USPTO patents with 853,638 reactions. Task: Predict the reaction yield, written as a fraction of the theoretical maximum amount of product (1.0 means a 100% yield; for example, 0.34 means a 34% yield). (1) The reactants are [Cl:1][C:2]1[N:7]=[C:6]([CH2:8][C:9]([C:11]2[CH:12]=[C:13]([NH:18][S:19]([C:22]3[C:27]([F:28])=[CH:26][CH:25]=[CH:24][C:23]=3[F:29])(=[O:21])=[O:20])[CH:14]=[CH:15][C:16]=2[F:17])=O)[CH:5]=[CH:4][N:3]=1.[CH2:30]1[C:35](=O)[N:34](Br)[C:32](=O)[CH2:31]1.CC(C)[C:40](=[S:42])[NH2:41].[OH2:44]. The catalyst is CC(N(C)C)=O. The product is [Cl:1][C:2]1[N:7]=[C:6]([C:8]2[S:42][C:40]([N:34]3[CH2:35][CH2:30][O:44][CH2:31][CH2:32]3)=[N:41][C:9]=2[C:11]2[CH:12]=[C:13]([NH:18][S:19]([C:22]3[C:27]([F:28])=[CH:26][CH:25]=[CH:24][C:23]=3[F:29])(=[O:21])=[O:20])[CH:14]=[CH:15][C:16]=2[F:17])[CH:5]=[CH:4][N:3]=1. The yield is 0.220. (2) The reactants are [CH:1]1([CH2:6][CH:7]([C:11]2[CH:16]=[CH:15][C:14]([Cl:17])=[C:13]([Cl:18])[CH:12]=2)[C:8]([OH:10])=O)[CH2:5][CH2:4][CH2:3][CH2:2]1.F[P-](F)(F)(F)(F)F.N1(O[P+](N(C)C)(N(C)C)N(C)C)C2C=CC=CC=2N=N1.[NH2:46][C:47]1[S:48][C:49]2[CH:55]=[C:54]([S:56]([CH3:59])(=[O:58])=[O:57])[CH:53]=[CH:52][C:50]=2[N:51]=1.C(N(CC)C(C)C)(C)C. The catalyst is C(Cl)Cl.O. The product is [CH:1]1([CH2:6][CH:7]([C:11]2[CH:16]=[CH:15][C:14]([Cl:17])=[C:13]([Cl:18])[CH:12]=2)[C:8]([NH:46][C:47]2[S:48][C:49]3[CH:55]=[C:54]([S:56]([CH3:59])(=[O:58])=[O:57])[CH:53]=[CH:52][C:50]=3[N:51]=2)=[O:10])[CH2:2][CH2:3][CH2:4][CH2:5]1. The yield is 0.800. (3) The reactants are C([O:14][C:15]1[C:24]2[N:23]=[CH:22][CH:21]=[CH:20][C:19]=2[C:18]([C:25]([OH:27])=O)=[C:17]2[CH2:28][N:29]([CH2:32][C:33]3[CH:38]=[CH:37][C:36]([F:39])=[CH:35][CH:34]=3)[C:30](=[O:31])[C:16]=12)(C1C=CC=CC=1)C1C=CC=CC=1.[CH3:40][NH:41][C:42]1[CH:47]=[CH:46][CH:45]=[CH:44][N:43]=1.C(N(C(C)C)CC)(C)C.F[P-](F)(F)(F)(F)F.N1(OC(N(C)C)=[N+](C)C)C2N=CC=CC=2N=N1. The catalyst is CN(C)C=O. The product is [CH3:40][N:41]([C:42]1[CH:47]=[CH:46][CH:45]=[CH:44][N:43]=1)[C:25]([C:18]1[C:19]2[CH:20]=[CH:21][CH:22]=[N:23][C:24]=2[C:15]([OH:14])=[C:16]2[C:30](=[O:31])[N:29]([CH2:32][C:33]3[CH:38]=[CH:37][C:36]([F:39])=[CH:35][CH:34]=3)[CH2:28][C:17]=12)=[O:27]. The yield is 0.0800. (4) The reactants are Br[C:2]1[C:11]2[C:6](=[CH:7][C:8]([S:13]([OH:16])(=[O:15])=[O:14])=[CH:9][C:10]=2[OH:12])[CH:5]=[C:4]([S:17]([OH:20])(=[O:19])=[O:18])[CH:3]=1.[CH3:21][N:22](C)C=O. The catalyst is O.[Cu+].[Cu]. The product is [C:21]([C:2]1[C:11]2[C:6](=[CH:7][C:8]([S:13]([OH:16])(=[O:15])=[O:14])=[CH:9][C:10]=2[OH:12])[CH:5]=[C:4]([S:17]([OH:20])(=[O:19])=[O:18])[CH:3]=1)#[N:22]. The yield is 0.670. (5) The reactants are [NH:1]1CC[CH2:6][CH:2]1[C:3](O)=O.C(=O)([O-])[O-].[K+].[K+].I[C:16]1[CH:17]=[C:18]([C:22]2[N:23]=[C:24]3[C:30]([C:31](=[O:36])[C:32]([CH3:35])([CH3:34])[CH3:33])=[CH:29][NH:28][C:25]3=[N:26][CH:27]=2)[CH:19]=[CH:20][CH:21]=1.C(N)(C)C. The catalyst is [Cu](I)I.CS(C)=O. The product is [CH:2]([NH:1][C:16]1[CH:17]=[C:18]([C:22]2[N:23]=[C:24]3[C:30]([C:31](=[O:36])[C:32]([CH3:35])([CH3:34])[CH3:33])=[CH:29][NH:28][C:25]3=[N:26][CH:27]=2)[CH:19]=[CH:20][CH:21]=1)([CH3:6])[CH3:3]. The yield is 0.0500. (6) The reactants are Br[C:2]1[CH:8]=[C:7]([N+:9]([O-:11])=[O:10])[CH:6]=[CH:5][C:3]=1[NH2:4].[C:12]([C:14]1[CH:19]=[CH:18][CH:17]=[CH:16][CH:15]=1)#[CH:13]. The catalyst is C(N(CC)CC)C.[Cu]I.Cl[Pd](Cl)([P](C1C=CC=CC=1)(C1C=CC=CC=1)C1C=CC=CC=1)[P](C1C=CC=CC=1)(C1C=CC=CC=1)C1C=CC=CC=1. The product is [N+:9]([C:7]1[CH:6]=[CH:5][C:3]([NH2:4])=[C:2]([C:13]#[C:12][C:14]2[CH:19]=[CH:18][CH:17]=[CH:16][CH:15]=2)[CH:8]=1)([O-:11])=[O:10]. The yield is 0.140. (7) The reactants are [CH3:1][C:2]([CH3:10])([C:5](=O)[CH2:6][C:7]#[N:8])[C:3]#[N:4].[CH3:11][NH:12][NH2:13].Cl. The catalyst is CCO. The product is [NH2:8][C:7]1[N:12]([CH3:11])[N:13]=[C:5]([C:2]([CH3:10])([CH3:1])[C:3]#[N:4])[CH:6]=1. The yield is 0.250. (8) The catalyst is C1C=CC=CC=1. The product is [Cl:1][C:2]1[CH:3]=[C:4]([NH:9][C:10]([C:12]2[CH:16]=[C:15]([C:17]3[N:18]=[C:19]([NH:22][CH3:23])[S:20][CH:21]=3)[O:14][N:13]=2)=[N:30][OH:31])[CH:5]=[CH:6][C:7]=1[F:8]. The yield is 0.350. The reactants are [Cl:1][C:2]1[CH:3]=[C:4]([NH:9][C:10]([C:12]2[CH:16]=[C:15]([C:17]3[N:18]=[C:19]([NH:22][CH3:23])[S:20][CH:21]=3)[O:14][N:13]=2)=O)[CH:5]=[CH:6][C:7]=1[F:8].P(Cl)(Cl)(Cl)(Cl)Cl.[NH2:30][OH:31]. (9) The reactants are [C:1]1([C:7]2[O:8][C:9]3[C:10](=[C:12]([C:16]([OH:18])=O)[CH:13]=[CH:14][CH:15]=3)[N:11]=2)[CH:6]=[CH:5][CH:4]=[CH:3][CH:2]=1.Cl.Cl.[NH2:21][CH:22]1[CH2:27][CH2:26][N:25]([CH3:28])[CH2:24][CH2:23]1. No catalyst specified. The product is [CH3:28][N:25]1[CH2:26][CH2:27][CH:22]([NH:21][C:16]([C:12]2[CH:13]=[CH:14][CH:15]=[C:9]3[O:8][C:7]([C:1]4[CH:2]=[CH:3][CH:4]=[CH:5][CH:6]=4)=[N:11][C:10]=23)=[O:18])[CH2:23][CH2:24]1. The yield is 0.380. (10) The reactants are [Cl:1][C:2]1[N:7]=[C:6]([NH:8][CH2:9][CH:10]([O:13][CH3:14])[O:11][CH3:12])[C:5]([NH2:15])=[C:4]([N:16]2[CH2:21][CH2:20][O:19][CH2:18][CH2:17]2)[N:3]=1.[N:22]([O-])=O.[Na+]. No catalyst specified. The product is [Cl:1][C:2]1[N:3]=[C:4]([N:16]2[CH2:17][CH2:18][O:19][CH2:20][CH2:21]2)[C:5]2[N:15]=[N:22][N:8]([CH2:9][CH:10]([O:13][CH3:14])[O:11][CH3:12])[C:6]=2[N:7]=1. The yield is 0.610.